This data is from Full USPTO retrosynthesis dataset with 1.9M reactions from patents (1976-2016). The task is: Predict the reactants needed to synthesize the given product. Given the product [CH2:24]1[C:12]2=[C:11]([CH2:10][CH2:9][NH2:8])[C:19]3[CH:18]=[CH:17][CH:16]=[CH:15][C:14]=3[N:13]2[CH2:20][CH2:21][NH:22][CH2:23]1, predict the reactants needed to synthesize it. The reactants are: C([NH:8][CH2:9][CH2:10][C:11]1[C:19]2[CH:18]=[CH:17][CH:16]=[CH:15][C:14]=2[N:13]2[CH2:20][CH2:21][N:22](CC3C=CC=CC=3)[CH2:23][CH2:24][C:12]=12)C1C=CC=CC=1.C([O-])=O.[NH4+].